Dataset: Forward reaction prediction with 1.9M reactions from USPTO patents (1976-2016). Task: Predict the product of the given reaction. Given the reactants Br[C:2]1[N:7]=[C:6]([N:8]2[C:16](=[O:17])[C:15]3[C:10](=[CH:11][CH:12]=[CH:13][CH:14]=3)[C:9]2=[O:18])[CH:5]=[CH:4][C:3]=1[CH3:19].C([Sn](CCCC)(CCCC)[C:25]1[CH:30]=[CH:29][CH:28]=[CH:27][N:26]=1)CCC.C1(C)C=CC=CC=1, predict the reaction product. The product is: [CH3:19][C:3]1[C:2]([C:25]2[CH:30]=[CH:29][CH:28]=[CH:27][N:26]=2)=[N:7][C:6]([N:8]2[C:16](=[O:17])[C:15]3[C:10](=[CH:11][CH:12]=[CH:13][CH:14]=3)[C:9]2=[O:18])=[CH:5][CH:4]=1.